From a dataset of Forward reaction prediction with 1.9M reactions from USPTO patents (1976-2016). Predict the product of the given reaction. The product is: [C:13]([Si:10]([CH3:12])([CH3:11])[O:9][CH2:8][CH2:7][O:6][C:5]1[CH:4]=[C:3]([CH:19]=[C:18]([CH3:20])[CH:17]=1)[CH:2]=[O:21])([CH3:16])([CH3:15])[CH3:14]. Given the reactants Br[CH2:2][C:3]1[CH:4]=[C:5]([CH:17]=[C:18]([CH3:20])[CH:19]=1)[O:6][CH2:7][CH2:8][O:9][Si:10]([C:13]([CH3:16])([CH3:15])[CH3:14])([CH3:12])[CH3:11].[O-:21]CC.[Na+], predict the reaction product.